Dataset: Experimentally validated miRNA-target interactions with 360,000+ pairs, plus equal number of negative samples. Task: Binary Classification. Given a miRNA mature sequence and a target amino acid sequence, predict their likelihood of interaction. (1) Result: 0 (no interaction). The miRNA is cel-miR-240-3p with sequence UACUGGCCCCCAAAUCUUCGCU. The protein sequence of the target gene is MSGRARVKARGIARSPSATEVGRIQASPLPRSVDLSNNEASSSNGFLGTSRISTNDKYGISSGDAGSTFMERGVKNKQDFMDLSICTREKLAHVRNCKTGSSGIPVKLVTNLFNLDFPQDWQLYQYHVTYIPDLASRRLRIALLYSHSELSNKAKAFDGAILFLSQKLEEKVTELSSETQRGETIKMTITLKRELPSSSPVCIQVFNIIFRKILKKLSMYQIGRNFYNPSEPMEIPQHKLSLWPGFAISVSYFERKLLFSADVSYKVLRNETVLEFMTALCQRTGLSCFTQTCEKQLIGL.... (2) The miRNA is mmu-miR-10a-5p with sequence UACCCUGUAGAUCCGAAUUUGUG. The protein sequence of the target gene is MPEPRGSSQLRVNAAFAARYNRYREREELQRLKDRYGDRDSSSDSSSESDSSDERVEFDPQQERDFYKTLSLLKKKDPRIYQKDATFYNRTASSSDSEEDPEALEKQKKVRPMYLKDYERKVILEKAGKYVDEENSDGETSNHRLQETSSQSYVEEQKQLKESFRAFVEDSEDEDGAGEGGSSLLQKRAKTRQEKAQEEADYIEWLKGQKEIRNPDSLKELTHLKEYWNDPELDEGERFLRDYILNKRYEEEEEEEEDEEEMEEEEGVHGPPVQLAVDDSSDEGELFLKKQEDFEQKYNF.... Result: 0 (no interaction). (3) The miRNA is mmu-miR-471-5p with sequence UACGUAGUAUAGUGCUUUUCAC. The protein sequence of the target gene is MQEQEIGFISKYNEGLCVNTDPVSILTSILDMSLHRQMGSDRDLQSSASSVSLPSVKKAPKKRRISIGSLFRRKKDNKRKSRELNGGVDGIASIESIHSEMCTDKNSIFSTNTSSDNGLTSISKQIGDFIECPLCLLRHSKDRFPDIMTCHHRSCVDCLRQYLRIEISESRVNISCPECTERFNPHDIRLILSDDVLMEKYEEFMLRRWLVADPDCRWCPAPDCGYAVIAFGCASCPKLTCGREGCGTEFCYHCKQIWHPNQTCDAARQERAQSLRLRTIRSSSISYSQESGAAADDIKP.... Result: 0 (no interaction). (4) The miRNA is mmu-miR-1191b-3p with sequence AGACUCACUAUGUAGCCCAAGC. The protein sequence of the target gene is MPRFALTVIRHGETRLNKEKIIQGQGVDAPLSETGFRQAAAAGQFLSNVQFTHAFSSDLTRTKQTIHGILEKSRFCKDMAVKYDSRLRERMYGVAEGKPLSELRAMAKAAGEECPMFTPPGGETVEQVKMRGKDFFDFICQLILGKAGQRESVLPGAPGSGLESSLAEVFPVGKHGSLGANPKGGTLGLAASILVVSHGAYMRSLFGYFLSDLRCSLPGARDKLELSSITPNTGISVFIIDCEEARQPSIQCVCMNLQEHLNGVTEKQH. Result: 0 (no interaction).